This data is from Full USPTO retrosynthesis dataset with 1.9M reactions from patents (1976-2016). The task is: Predict the reactants needed to synthesize the given product. Given the product [Br:1][C:2]1[CH:7]=[CH:6][C:5]([N:8]2[C:16]([C:17]([NH:19][CH3:20])=[O:18])=[C:15]3[C:10]([CH:11]=[C:12]([N:24]([CH2:36][CH2:37][CH2:38][OH:39])[S:25]([CH3:28])(=[O:27])=[O:26])[C:13]([CH:21]4[CH2:23][CH2:22]4)=[CH:14]3)=[N:9]2)=[CH:4][CH:3]=1, predict the reactants needed to synthesize it. The reactants are: [Br:1][C:2]1[CH:7]=[CH:6][C:5]([N:8]2[C:16]([C:17]([NH:19][CH3:20])=[O:18])=[C:15]3[C:10]([CH:11]=[C:12]([NH:24][S:25]([CH3:28])(=[O:27])=[O:26])[C:13]([CH:21]4[CH2:23][CH2:22]4)=[CH:14]3)=[N:9]2)=[CH:4][CH:3]=1.C(=O)([O-])[O-].[K+].[K+].Br[CH2:36][CH2:37][CH2:38][OH:39].